This data is from Reaction yield outcomes from USPTO patents with 853,638 reactions. The task is: Predict the reaction yield, written as a fraction of the theoretical maximum amount of product (1.0 means a 100% yield; for example, 0.34 means a 34% yield). The reactants are [Br:1][C:2]1[CH:7]=[CH:6][C:5]([OH:8])=[CH:4][C:3]=1[F:9].C1(P(C2C=CC=CC=2)C2C=CC=CC=2)C=CC=CC=1.[O:29]1[CH2:34][CH2:33][N:32]([CH2:35][CH2:36]O)[CH2:31][CH2:30]1.N(C(OC(C)C)=O)=NC(OC(C)C)=O. The catalyst is C(Cl)Cl. The product is [Br:1][C:2]1[CH:7]=[CH:6][C:5]([O:8][CH2:36][CH2:35][N:32]2[CH2:33][CH2:34][O:29][CH2:30][CH2:31]2)=[CH:4][C:3]=1[F:9]. The yield is 0.330.